Dataset: Reaction yield outcomes from USPTO patents with 853,638 reactions. Task: Predict the reaction yield, written as a fraction of the theoretical maximum amount of product (1.0 means a 100% yield; for example, 0.34 means a 34% yield). (1) The reactants are [Cl:1][C:2]1[CH:3]=[C:4]([CH:7]=[C:8]([OH:11])[C:9]=1[OH:10])[CH:5]=[O:6].[C:12]([O-])([O-])=O.[Cs+].[Cs+].O. The catalyst is CN(C=O)C. The product is [Cl:1][C:2]1[C:9]2[O:10][CH2:12][O:11][C:8]=2[CH:7]=[C:4]([CH:5]=[O:6])[CH:3]=1. The yield is 0.700. (2) The reactants are [N+:1]([C:4]1[CH:14]=[CH:13][C:7]2[C:8]([NH:10][C:11](=[O:12])[C:5]=1[CH:6]=2)=[O:9])([O-:3])=[O:2].[CH:15](Br)([CH3:17])[CH3:16].C(=O)([O-])[O-].[K+].[K+].O. The catalyst is CN(C=O)C. The product is [CH:15]([N:10]1[C:11](=[O:12])[C:13]2=[CH:14][C:4]([N+:1]([O-:3])=[O:2])=[CH:5][CH:6]=[C:7]2[C:8]1=[O:9])([CH3:17])[CH3:16]. The yield is 0.700. (3) The reactants are [CH3:1][O:2][C:3]1[CH:8]=[CH:7][C:6]([NH2:9])=[CH:5][C:4]=1[O:10][CH2:11][CH2:12][N:13]1[CH2:17][CH2:16][CH2:15][CH2:14]1.[Cl:18][C:19]1[CH:24]=[CH:23][C:22]([C:25]2[CH:26]=[C:27]([C:30](O)=[O:31])[NH:28][CH:29]=2)=[CH:21][CH:20]=1. No catalyst specified. The product is [Cl:18][C:19]1[CH:24]=[CH:23][C:22]([C:25]2[CH:26]=[C:27]([C:30]([NH:9][C:6]3[CH:7]=[CH:8][C:3]([O:2][CH3:1])=[C:4]([O:10][CH2:11][CH2:12][N:13]4[CH2:17][CH2:16][CH2:15][CH2:14]4)[CH:5]=3)=[O:31])[NH:28][CH:29]=2)=[CH:21][CH:20]=1. The yield is 0.740. (4) The reactants are Br[C:2]1[C:10]2[C:5](=[CH:6][CH:7]=[CH:8][C:9]=2[N+:11]([O-:13])=[O:12])[NH:4][N:3]=1.Cl.Cl[CH2:16][C:17]1[CH:22]=[CH:21][CH:20]=[C:19]([CH:23]2[CH2:25][CH2:24]2)[N:18]=1.Cl.[Cl:27]CC1C=CC=C(C(C)C)N=1. No catalyst specified. The product is [Cl:27][C:2]1[C:10]2[C:5](=[CH:6][CH:7]=[CH:8][C:9]=2[N+:11]([O-:13])=[O:12])[N:4]([CH2:16][C:17]2[CH:22]=[CH:21][CH:20]=[C:19]([CH:23]3[CH2:24][CH2:25]3)[N:18]=2)[N:3]=1. The yield is 0.720.